From a dataset of Reaction yield outcomes from USPTO patents with 853,638 reactions. Predict the reaction yield, written as a fraction of the theoretical maximum amount of product (1.0 means a 100% yield; for example, 0.34 means a 34% yield). (1) The reactants are C(C1C=C(NC2N=C(NC3C=CC=C(C(O)=O)C=3)C(F)=CN=2)C=CC=1)(O)=O.[CH3:28][O:29][C:30]1[CH:31]=[C:32]([NH:40][C:41]2[N:46]=[C:45]([NH:47][C:48]3[CH:53]=[CH:52][C:51]([C:54]([O:56]C)=[O:55])=[C:50]([O:58][CH3:59])[CH:49]=3)[C:44]([F:60])=[CH:43][N:42]=2)[CH:33]=[CH:34][C:35]=1[C:36]([O:38]C)=[O:37].[OH-].[Na+]. No catalyst specified. The product is [C:36]([C:35]1[CH:34]=[CH:33][C:32]([NH:40][C:41]2[N:46]=[C:45]([NH:47][C:48]3[CH:53]=[CH:52][C:51]([C:54]([OH:56])=[O:55])=[C:50]([O:58][CH3:59])[CH:49]=3)[C:44]([F:60])=[CH:43][N:42]=2)=[CH:31][C:30]=1[O:29][CH3:28])([OH:38])=[O:37]. The yield is 0.640. (2) The reactants are [Cl:1][C:2]1[C:7]([N:8]2[CH2:13][CH2:12][CH:11]([C:14]3[CH:19]=[CH:18][CH:17]=[C:16]([Cl:20])[C:15]=3[Cl:21])[CH2:10][CH2:9]2)=[CH:6][N:5]=[N:4][C:3]=1[NH:22][NH:23][C:24](=O)[CH2:25][CH:26]1[CH2:28][CH2:27]1.P(Cl)(Cl)(Cl)=O. The catalyst is C(#N)C. The product is [Cl:1][C:2]1[C:3]2[N:4]([C:24]([CH2:25][CH:26]3[CH2:28][CH2:27]3)=[N:23][N:22]=2)[N:5]=[CH:6][C:7]=1[N:8]1[CH2:13][CH2:12][CH:11]([C:14]2[CH:19]=[CH:18][CH:17]=[C:16]([Cl:20])[C:15]=2[Cl:21])[CH2:10][CH2:9]1. The yield is 0.0416.